This data is from Full USPTO retrosynthesis dataset with 1.9M reactions from patents (1976-2016). The task is: Predict the reactants needed to synthesize the given product. (1) Given the product [Br:8][C:18]1[CH:17]=[N:16][N:15]2[C:10]([Cl:9])=[C:11]([CH:20]3[CH2:21][CH2:22]3)[C:12]([CH3:19])=[N:13][C:14]=12, predict the reactants needed to synthesize it. The reactants are: C1C(=O)N([Br:8])C(=O)C1.[Cl:9][C:10]1[N:15]2[N:16]=[CH:17][CH:18]=[C:14]2[N:13]=[C:12]([CH3:19])[C:11]=1[CH:20]1[CH2:22][CH2:21]1. (2) Given the product [F:20][C:19]([F:22])([F:21])[C:18]([NH:17][C@@H:10]1[CH2:9][C:8]2[C:13](=[CH:14][CH:15]=[CH:16][C:7]=2[CH:28]=[CH2:29])[O:12][CH2:11]1)=[O:23], predict the reactants needed to synthesize it. The reactants are: FC(F)(F)S(O[C:7]1[CH:16]=[CH:15][CH:14]=[C:13]2[C:8]=1[CH2:9][C@@H:10]([NH:17][C:18](=[O:23])[C:19]([F:22])([F:21])[F:20])[CH2:11][O:12]2)(=O)=O.[Cl-].[Li+].[CH2:28]([Sn](CCCC)(CCCC)C=C)[CH2:29]CC.